This data is from Forward reaction prediction with 1.9M reactions from USPTO patents (1976-2016). The task is: Predict the product of the given reaction. (1) The product is: [CH3:1][CH:2]1[O:8][CH:7]([O:9][P:10]([O:13][P:14]([O:17][CH2:18][CH:19]2[O:23][CH:22]([N:24]3[C:28]4[NH:29][C:30]([NH2:34])=[N:31][C:32](=[O:33])[C:27]=4[N:26]=[CH:25]3)[CH:21]([OH:35])[CH:20]2[OH:36])([OH:16])=[O:15])([OH:12])=[O:11])[CH:6]([OH:37])[CH:5]([OH:38])[CH:3]1[OH:4]. Given the reactants [CH3:1][C@H:2]1[O:8][C@H:7]([O:9][P:10]([O:13][P:14]([O:17][CH2:18][C@H:19]2[O:23][C@@H:22]([N:24]3[C:28]4[NH:29][C:30]([NH2:34])=[N:31][C:32](=[O:33])[C:27]=4[N:26]=[CH:25]3)[C@H:21]([OH:35])[C@@H:20]2[OH:36])([OH:16])=[O:15])([OH:12])=[O:11])[C@@H:6]([OH:37])[C@@H:5]([OH:38])[C:3]1=[O:4].C1N([C@@H]2O[C@H](COP(OP(O[C@H]3O[C@H](CO)[C@@H](O)[C@H](O)[C@@H]3O)(O)=O)(O)=O)[C@@H](O)[C@H]2O)C2NC(N)=NC(=O)C=2N=1.O=C[C@@H]([C@H]([C@@H]([C@@H](CO)O)O)O)O.[Mg+2].[Cl-].[Cl-].C1N=C(N)C2N=CN([C@@H]3O[C@H](COP(OP(OC[C@H]4O[C@@H](N5C=C(C(N)=O)CC=C5)[C@H](O)[C@@H]4O)(O)=O)(O)=O)[C@@H](O)[C@H]3OP(O)(O)=O)C=2N=1, predict the reaction product. (2) Given the reactants [CH3:1][O:2][C:3]([C:5]1[C:6]([OH:34])=[C:7]2[C:12](=[C:13](Br)[N:14]=1)[N:11]([CH2:16][C:17]1[CH:22]=[CH:21][CH:20]=[CH:19][CH:18]=1)[C:10](=[O:23])[C:9]([C:24]1[CH:29]=[CH:28][C:27]([C:30]([F:33])([F:32])[F:31])=[CH:26][CH:25]=1)=[CH:8]2)=[O:4].C([Sn](CCCC)(CCCC)[C:40]1[CH:41]=[N:42][CH:43]=[CH:44][CH:45]=1)CCC.CCOC(C)=O.Cl, predict the reaction product. The product is: [CH3:1][O:2][C:3]([C:5]1[C:6]([OH:34])=[C:7]2[C:12](=[C:13]([C:40]3[CH:41]=[N:42][CH:43]=[CH:44][CH:45]=3)[N:14]=1)[N:11]([CH2:16][C:17]1[CH:22]=[CH:21][CH:20]=[CH:19][CH:18]=1)[C:10](=[O:23])[C:9]([C:24]1[CH:29]=[CH:28][C:27]([C:30]([F:33])([F:32])[F:31])=[CH:26][CH:25]=1)=[CH:8]2)=[O:4]. (3) Given the reactants [H-].[Na+].[Cl:3][C:4]1[C:12]([CH3:13])=[CH:11][CH:10]=[C:9]2[C:5]=1[C:6]([CH3:14])=[N:7][NH:8]2.[S:15](Cl)([C:18]1[CH:24]=[CH:23][C:21]([CH3:22])=[CH:20][CH:19]=1)(=[O:17])=[O:16].[NH4+].[Cl-], predict the reaction product. The product is: [Cl:3][C:4]1[C:12]([CH3:13])=[CH:11][CH:10]=[C:9]2[C:5]=1[C:6]([CH3:14])=[N:7][N:8]2[S:15]([C:18]1[CH:24]=[CH:23][C:21]([CH3:22])=[CH:20][CH:19]=1)(=[O:17])=[O:16]. (4) Given the reactants [CH2:1]([CH:7]1[CH2:9][O:8]1)[CH2:2][CH2:3][CH2:4][CH2:5][CH3:6].Cl[C:11]1[NH:12][C:13]2[CH:19]=[CH:18][CH:17]=[CH:16][C:14]=2[N:15]=1.C(=O)([O-])[O-].[Cs+].[Cs+].[H-].[Na+].[H][H], predict the reaction product. The product is: [CH2:1]([C@H:7]1[O:8][C:11]2=[N:15][C:14]3[CH:16]=[CH:17][CH:18]=[CH:19][C:13]=3[N:12]2[CH2:9]1)[CH2:2][CH2:3][CH2:4][CH2:5][CH3:6]. (5) Given the reactants [CH3:1][N:2]([C:21]1[CH:26]=[CH:25][N:24]=[C:23]([C:27]2[CH:32]=[CH:31][CH:30]=[CH:29][CH:28]=2)[N:22]=1)[C:3]1[CH:8]=[CH:7][N:6]=[C:5]([NH:9][C@H:10]([CH2:14][C:15]2[CH:20]=[CH:19][CH:18]=[CH:17][CH:16]=2)[C:11]([OH:13])=O)[N:4]=1.[NH:33]=[C:34]=N, predict the reaction product. The product is: [CH3:34][NH:33][C:11](=[O:13])[C@H:10]([NH:9][C:5]1[N:4]=[C:3]([N:2]([CH3:1])[C:21]2[CH:26]=[CH:25][N:24]=[C:23]([C:27]3[CH:28]=[CH:29][CH:30]=[CH:31][CH:32]=3)[N:22]=2)[CH:8]=[CH:7][N:6]=1)[CH2:14][C:15]1[CH:20]=[CH:19][CH:18]=[CH:17][CH:16]=1. (6) Given the reactants [CH3:1][O:2][C:3]1[CH:8]=[CH:7][C:6](B(O)O)=[CH:5][CH:4]=1.Cl[C:13]1[CH:18]=[CH:17][C:16]([N+:19]([O-:21])=[O:20])=[CH:15][CH:14]=1.[F-].[Cs+], predict the reaction product. The product is: [CH3:1][O:2][C:3]1[CH:8]=[CH:7][C:6]([C:13]2[CH:18]=[CH:17][C:16]([N+:19]([O-:21])=[O:20])=[CH:15][CH:14]=2)=[CH:5][CH:4]=1.